Dataset: Reaction yield outcomes from USPTO patents with 853,638 reactions. Task: Predict the reaction yield, written as a fraction of the theoretical maximum amount of product (1.0 means a 100% yield; for example, 0.34 means a 34% yield). The reactants are [F:1][CH:2]([F:14])[CH2:3][O:4][C:5]1[C:6]([CH3:13])=[CH:7][C:8]([CH2:11]O)=[N:9][CH:10]=1.[C:15]1(=[O:25])[NH:19][C:18](=[O:20])[C:17]2=[CH:21][CH:22]=[CH:23][CH:24]=[C:16]12. No catalyst specified. The product is [F:1][CH:2]([F:14])[CH2:3][O:4][C:5]1[C:6]([CH3:13])=[CH:7][C:8]([CH2:11][N:19]2[C:15](=[O:25])[C:16]3[C:17](=[CH:21][CH:22]=[CH:23][CH:24]=3)[C:18]2=[O:20])=[N:9][CH:10]=1. The yield is 0.740.